Dataset: Forward reaction prediction with 1.9M reactions from USPTO patents (1976-2016). Task: Predict the product of the given reaction. (1) Given the reactants Cl[C:2]1[C:3](=[O:15])[N:4](C2CCCCO2)[N:5]=[CH:6][C:7]=1Cl.[CH3:16][C:17]1[N:22]=[C:21]([OH:23])[CH:20]=[CH:19][CH:18]=1.C[O:25][C:26](=[O:35])[CH:27](Br)[CH2:28][CH:29]1[CH2:33][CH2:32][CH2:31][CH2:30]1, predict the reaction product. The product is: [CH:29]1([CH2:28][CH:27]([N:4]2[C:3](=[O:15])[CH:2]=[C:7]([O:23][C:21]3[CH:20]=[CH:19][CH:18]=[C:17]([CH3:16])[N:22]=3)[CH:6]=[N:5]2)[C:26]([OH:25])=[O:35])[CH2:33][CH2:32][CH2:31][CH2:30]1. (2) Given the reactants [Cl:1][CH2:2][C:3]1[CH:8]=[CH:7][C:6]([C:9]2[O:13][N:12]=[C:11]([CH2:14][CH:15]3[CH2:20][CH2:19][N:18]([CH:21]([CH2:24][CH3:25])[CH2:22][CH3:23])[CH2:17][CH2:16]3)[N:10]=2)=[CH:5][CH:4]=1.[CH2:26]([CH:28]([N:31]1[CH2:36][CH2:35][NH:34][CH2:33][CH2:32]1)[CH2:29][CH3:30])[CH3:27], predict the reaction product. The product is: [ClH:1].[ClH:1].[ClH:1].[CH2:26]([CH:28]([N:31]1[CH2:36][CH2:35][N:34]([CH2:2][C:3]2[CH:8]=[CH:7][C:6]([C:9]3[O:13][N:12]=[C:11]([CH2:14][CH:15]4[CH2:20][CH2:19][N:18]([CH:21]([CH2:24][CH3:25])[CH2:22][CH3:23])[CH2:17][CH2:16]4)[N:10]=3)=[CH:5][CH:4]=2)[CH2:33][CH2:32]1)[CH2:29][CH3:30])[CH3:27].